This data is from Catalyst prediction with 721,799 reactions and 888 catalyst types from USPTO. The task is: Predict which catalyst facilitates the given reaction. (1) Reactant: [BH4-].[Na+].[C:3]([C:7]1[CH:28]=[CH:27][C:10]([CH2:11][N:12]([CH2:19][CH2:20][C:21]2[S:22][CH:23]=[C:24]([CH3:26])[N:25]=2)C(=O)C(F)(F)F)=[CH:9][CH:8]=1)([CH3:6])([CH3:5])[CH3:4].O. Product: [C:3]([C:7]1[CH:28]=[CH:27][C:10]([CH2:11][NH:12][CH2:19][CH2:20][C:21]2[S:22][CH:23]=[C:24]([CH3:26])[N:25]=2)=[CH:9][CH:8]=1)([CH3:6])([CH3:4])[CH3:5]. The catalyst class is: 8. (2) Reactant: [Cl:1][C:2]1[CH:7]=[CH:6][CH:5]=[C:4]([Cl:8])[C:3]=1[C:9]1[C:13]([CH2:14][OH:15])=[C:12]([CH:16]([CH3:18])[CH3:17])[O:11][N:10]=1. Product: [Cl:8][C:4]1[CH:5]=[CH:6][CH:7]=[C:2]([Cl:1])[C:3]=1[C:9]1[C:13]([CH:14]=[O:15])=[C:12]([CH:16]([CH3:18])[CH3:17])[O:11][N:10]=1. The catalyst class is: 4. (3) Reactant: [C:1]([NH2:6])([CH2:4][CH3:5])([CH3:3])[CH3:2].[CH2:7]1[CH2:13][S:10](=[O:12])(=[O:11])[O:9][CH2:8]1. Product: [C:1]([NH:6][CH2:8][CH2:7][CH2:13][S:10]([OH:12])(=[O:11])=[O:9])([CH2:4][CH3:5])([CH3:3])[CH3:2]. The catalyst class is: 7.